Dataset: Retrosynthesis with 50K atom-mapped reactions and 10 reaction types from USPTO. Task: Predict the reactants needed to synthesize the given product. (1) Given the product CCCCN(CCCC)C(=O)C(F)(F)F, predict the reactants needed to synthesize it. The reactants are: CCCCNCCCC.CCOC(=O)C(F)(F)F. (2) Given the product O=Cc1cccc(C2CC2)c1, predict the reactants needed to synthesize it. The reactants are: c1cc(C2CC2)cc(C2OCCO2)c1. (3) The reactants are: NC1CC1.O=C(Cl)/C=C/c1cccc(Br)c1. Given the product O=C(/C=C/c1cccc(Br)c1)NC1CC1, predict the reactants needed to synthesize it. (4) Given the product CC1(O)CN(C(=O)OC(C)(C)C)C1, predict the reactants needed to synthesize it. The reactants are: CC(C)(C)OC(=O)N1CC(=O)C1.C[Mg+]. (5) The reactants are: CC(C)=CCCC(C)=CCCC(C)=CCCC(C)=CC(=O)O.CCN1CCCC1CN. Given the product CCN1CCCC1CNC(=O)C=C(C)CCC=C(C)CCC=C(C)CCC=C(C)C, predict the reactants needed to synthesize it. (6) Given the product CC(=O)N(C)N=NCCCl, predict the reactants needed to synthesize it. The reactants are: CC(=O)N(C)N=NCCO.ClC(Cl)(Cl)Cl. (7) The reactants are: CCOC(=O)C1=NOC(CC(O)C(C)(C)C)C1. Given the product CCOC(=O)C1=NOC(CC(=O)C(C)(C)C)C1, predict the reactants needed to synthesize it.